This data is from Catalyst prediction with 721,799 reactions and 888 catalyst types from USPTO. The task is: Predict which catalyst facilitates the given reaction. (1) Reactant: [C:1]([OH:4])(=O)[CH3:2].[NH2:5][C:6]1[C:15]2[N:16]=[C:17]([CH2:19][CH3:20])[S:18][C:14]=2[C:13]2[CH:12]=[CH:11][C:10](O)=[CH:9][C:8]=2[N:7]=1.[C:22](=[O:25])([O-])[O-].[Cs+].[Cs+].Br[CH2:29]CCCl.O. Product: [NH2:5][C:6]1[C:15]2[N:16]=[C:17]([CH2:19][CH2:20][CH3:29])[S:18][C:14]=2[C:13]2[CH:12]=[CH:11][C:10]([O:25][CH2:22][CH2:2][CH2:1][OH:4])=[CH:9][C:8]=2[N:7]=1. The catalyst class is: 163. (2) Reactant: [NH:1]1[C:9]2[C:4](=[CH:5][CH:6]=[CH:7][CH:8]=2)[CH:3]=[CH:2]1.[H-].[Na+].Cl.[CH3:13][N:14]([CH3:18])[CH2:15][CH2:16]Cl. Product: [CH3:13][N:14]([CH3:18])[CH2:15][CH2:16][N:1]1[C:9]2[C:4](=[CH:5][CH:6]=[CH:7][CH:8]=2)[CH:3]=[CH:2]1. The catalyst class is: 3. (3) Reactant: O[C:2]([C:5]1[CH:10]=[CH:9][N:8]=[C:7]([C:11]([O:13][CH2:14][CH3:15])=[O:12])[CH:6]=1)([CH3:4])[CH3:3].CCN(S(F)(F)[F:22])CC.C([O-])(O)=O.[Na+]. Product: [F:22][C:2]([C:5]1[CH:10]=[CH:9][N:8]=[C:7]([C:11]([O:13][CH2:14][CH3:15])=[O:12])[CH:6]=1)([CH3:4])[CH3:3]. The catalyst class is: 2. (4) Product: [Cl:36][C:35]1[CH:34]=[CH:33][C:32]2[N:31]=[C:30]([N:4]3[CH2:5][CH2:6][C:2]([OH:7])([CH3:1])[CH2:3]3)[CH:29]=[CH:28][C:27]=2[C:26]=1[C:24]([NH:23][CH2:22][C@:15]1([OH:14])[CH2:20][CH2:19][CH2:18][C@H:17]([CH3:21])[CH2:16]1)=[O:25]. Reactant: [CH3:1][C:2]1([OH:7])[CH2:6][CH2:5][NH:4][CH2:3]1.O[C@H]1CCNC1.[OH:14][C:15]1([CH2:22][NH:23][C:24]([C:26]2[C:27]3[CH:28]=[CH:29][C:30](Cl)=[N:31][C:32]=3[CH:33]=[CH:34][C:35]=2[Cl:36])=[O:25])[CH2:20][CH2:19][CH2:18][CH:17]([CH3:21])[CH2:16]1.C(N(C(C)C)CC)(C)C. The catalyst class is: 556. (5) Reactant: [CH3:1][O:2][C:3]([NH:5][C@H:6]([C:11]([NH:13][C@@H:14]([CH2:17][C:18]1[CH:23]=[CH:22][CH:21]=[CH:20][CH:19]=1)[CH:15]=[CH2:16])=[O:12])[C:7]([CH3:10])([CH3:9])[CH3:8])=[O:4].C1C=C(C([O-])=[O:31])C(C(OO)=O)=CC=1.C1C=C(C([O-])=O)C(C(OO)=O)=CC=1.[Mg+2]. Product: [O:31]1[C@H:15]([C@@H:14]([NH:13][C:11](=[O:12])[C@H:6]([C:7]([CH3:10])([CH3:8])[CH3:9])[NH:5][C:3]([O:2][CH3:1])=[O:4])[CH2:17][C:18]2[CH:19]=[CH:20][CH:21]=[CH:22][CH:23]=2)[CH2:16]1. The catalyst class is: 24. (6) Reactant: [C:1]([C:3]1[N:4]=[CH:5][C:6]2[CH:11]=[C:10]([CH2:12][N:13]3[C:18](=[O:19])[CH2:17][N:16](C(O)=O)[CH2:15][C:14]3=[O:23])[N:9]([CH2:24][C:25]([CH3:28])([CH3:27])[CH3:26])[C:7]=2[N:8]=1)#[N:2].C(O)(C(F)(F)F)=O. Product: [CH3:26][C:25]([CH3:28])([CH3:27])[CH2:24][N:9]1[C:7]2[N:8]=[C:3]([C:1]#[N:2])[N:4]=[CH:5][C:6]=2[CH:11]=[C:10]1[CH2:12][N:13]1[C:14](=[O:23])[CH2:15][NH:16][CH2:17][C:18]1=[O:19]. The catalyst class is: 2. (7) Reactant: [F:1][C:2]([F:10])=[CH:3][CH:4]1[CH2:8][NH:7][C:6](=[O:9])[CH2:5]1.[BrH:11]. Product: [Br:11][C:2]([F:10])([F:1])[CH2:3][CH:4]1[CH2:8][NH:7][C:6](=[O:9])[CH2:5]1. The catalyst class is: 6. (8) The catalyst class is: 275. Reactant: [Cl:1][C:2]1[CH:7]=[CH:6][C:5]([C:8]2[S:9][C:10]3[C:11](=[O:32])[N:12]([C:17]4[CH:22]=[CH:21][C:20]([O:23][CH2:24][CH2:25][N:26]5[CH2:30][CH2:29][CH2:28][CH2:27]5)=[C:19]([Cl:31])[CH:18]=4)[CH2:13][CH2:14][C:15]=3[N:16]=2)=[CH:4][CH:3]=1.Cl. Product: [ClH:1].[Cl:1][C:2]1[CH:3]=[CH:4][C:5]([C:8]2[S:9][C:10]3[C:11](=[O:32])[N:12]([C:17]4[CH:22]=[CH:21][C:20]([O:23][CH2:24][CH2:25][N:26]5[CH2:30][CH2:29][CH2:28][CH2:27]5)=[C:19]([Cl:31])[CH:18]=4)[CH2:13][CH2:14][C:15]=3[N:16]=2)=[CH:6][CH:7]=1.